This data is from Full USPTO retrosynthesis dataset with 1.9M reactions from patents (1976-2016). The task is: Predict the reactants needed to synthesize the given product. (1) The reactants are: [Cl:1][C:2]1[CH:7]=[C:6]([Cl:8])[N:5]=[C:4]([N:9]2[CH2:14][CH2:13][O:12][CH2:11][CH2:10]2)[N:3]=1.C([Li])CCC.[O:20]1[CH2:24][CH2:23]OS1(=O)=O.Cl. Given the product [Cl:8][C:6]1[C:7]([CH2:23][CH2:24][OH:20])=[C:2]([Cl:1])[N:3]=[C:4]([N:9]2[CH2:14][CH2:13][O:12][CH2:11][CH2:10]2)[N:5]=1, predict the reactants needed to synthesize it. (2) Given the product [C:7]([C:6]1[CH:10]=[C:2]([F:1])[CH:3]=[CH:4][C:5]=1[S:11][C:23]1[CH:31]=[C:30]([CH3:32])[CH:29]=[CH:28][C:24]=1[C:25]([OH:27])=[O:26])([OH:9])=[O:8], predict the reactants needed to synthesize it. The reactants are: [F:1][C:2]1[CH:3]=[CH:4][C:5]([SH:11])=[C:6]([CH:10]=1)[C:7]([OH:9])=[O:8].SC1C=CC=CC=1C(O)=O.Br[C:23]1[CH:31]=[C:30]([CH3:32])[CH:29]=[CH:28][C:24]=1[C:25]([OH:27])=[O:26]. (3) Given the product [I-:21].[CH3:20][P+:7]([C:1]1[CH:2]=[CH:3][CH:4]=[CH:5][CH:6]=1)([C:8]1[CH:13]=[CH:12][CH:11]=[CH:10][CH:9]=1)[C:14]1[CH:15]=[CH:16][CH:17]=[CH:18][CH:19]=1, predict the reactants needed to synthesize it. The reactants are: [C:1]1([P:7]([C:14]2[CH:19]=[CH:18][CH:17]=[CH:16][CH:15]=2)[C:8]2[CH:13]=[CH:12][CH:11]=[CH:10][CH:9]=2)[CH:6]=[CH:5][CH:4]=[CH:3][CH:2]=1.[CH3:20][I:21].